Dataset: Full USPTO retrosynthesis dataset with 1.9M reactions from patents (1976-2016). Task: Predict the reactants needed to synthesize the given product. Given the product [NH2:54][C@H:41]1[C@H:42]([OH:46])[C@@H:43]([CH3:45])[CH2:44][N:39]([C:38]2[CH:37]=[CH:36][N:35]=[CH:34][C:33]=2[NH:32][C:29]([C:13]2[C:12]([NH:11][C:9](=[O:10])[O:8][CH2:1][C:2]3[CH:7]=[CH:6][CH:5]=[CH:4][CH:3]=3)=[CH:21][C:20]3[C:15](=[CH:16][C:17]([N:22]4[CH2:27][CH2:26][CH2:25][CH2:24][C:23]4=[O:28])=[CH:18][CH:19]=3)[N:14]=2)=[O:30])[CH2:40]1, predict the reactants needed to synthesize it. The reactants are: [CH2:1]([O:8][C:9]([NH:11][C:12]1[C:13]([C:29](O)=[O:30])=[N:14][C:15]2[C:20]([CH:21]=1)=[CH:19][CH:18]=[C:17]([N:22]1[CH2:27][CH2:26][CH2:25][CH2:24][C:23]1=[O:28])[CH:16]=2)=[O:10])[C:2]1[CH:7]=[CH:6][CH:5]=[CH:4][CH:3]=1.[NH2:32][C:33]1[CH:34]=[N:35][CH:36]=[CH:37][C:38]=1[N:39]1[CH2:44][C@H:43]([CH3:45])[C@@H:42]([O:46][Si](C(C)(C)C)(C)C)[C@H:41]([NH:54]C(=O)OC(C)(C)C)[CH2:40]1.CN(C(ON1N=NC2C=CC=NC1=2)=[N+](C)C)C.F[P-](F)(F)(F)(F)F.CCN(C(C)C)C(C)C.